Dataset: Catalyst prediction with 721,799 reactions and 888 catalyst types from USPTO. Task: Predict which catalyst facilitates the given reaction. (1) Reactant: [F:1][C:2]([F:13])([F:12])[O:3][C:4]1[CH:5]=[C:6]([NH2:11])[C:7]([NH2:10])=[CH:8][CH:9]=1.C(OC([NH:21][C:22]1([C:37](O)=O)[CH2:27][CH2:26][N:25]([C:28]2[C:29]3[CH:36]=[CH:35][NH:34][C:30]=3[N:31]=[CH:32][N:33]=2)[CH2:24][CH2:23]1)=O)(C)(C)C.F[P-](F)(F)(F)(F)F.N1(OC(N(C)C)=[N+](C)C)C2N=CC=CC=2N=N1.C(N(C(C)C)C(C)C)C.Cl. Product: [N:31]1[C:30]2[NH:34][CH:35]=[CH:36][C:29]=2[C:28]([N:25]2[CH2:24][CH2:23][C:22]([C:37]3[NH:10][C:7]4[CH:8]=[CH:9][C:4]([O:3][C:2]([F:12])([F:13])[F:1])=[CH:5][C:6]=4[N:11]=3)([NH2:21])[CH2:27][CH2:26]2)=[N:33][CH:32]=1. The catalyst class is: 18. (2) Reactant: Br[CH2:2][C:3]1[CH:8]=[CH:7][C:6]([NH:9]C(=O)C(F)(F)F)=[CH:5][C:4]=1[C:16]([F:19])([F:18])[F:17].Cl.Cl.[CH3:22][N:23]1[CH:28]2[CH2:29][CH2:30][CH2:31][CH:24]1[CH2:25][NH:26][CH2:27]2.C(N(C(C)C)C(C)C)C. Product: [CH3:22][N:23]1[CH:28]2[CH2:29][CH2:30][CH2:31][CH:24]1[CH2:25][N:26]([CH2:2][C:3]1[CH:8]=[CH:7][C:6]([NH2:9])=[CH:5][C:4]=1[C:16]([F:17])([F:18])[F:19])[CH2:27]2. The catalyst class is: 23. (3) Reactant: [NH2:1][C:2]1[N:7]=[C:6]([C:8]2[CH:13]=[CH:12][CH:11]=[CH:10][CH:9]=2)[CH:5]=[CH:4][N:3]=1.C([O-])([O-])=O.[Ca+2].[Br:19]Br.[OH-].[NH4+]. Product: [Br:19][C:5]1[C:6]([C:8]2[CH:13]=[CH:12][CH:11]=[CH:10][CH:9]=2)=[N:7][C:2]([NH2:1])=[N:3][CH:4]=1. The catalyst class is: 6. (4) Reactant: [CH2:1]=[C:2]([C:4]1[CH:12]=[CH:11][C:7]([C:8]([OH:10])=O)=[CH:6][CH:5]=1)[CH3:3].C(Cl)(=O)C(Cl)=O.ClCCl.[Br:22][C:23]1[C:27]2[CH:28]=[N:29][C:30]([NH2:32])=[CH:31][C:26]=2[N:25]([CH3:33])[CH:24]=1. Product: [Br:22][C:23]1[C:27]2[CH:28]=[N:29][C:30]([NH:32][C:8](=[O:10])[C:7]3[CH:6]=[CH:5][C:4]([C:2]([CH3:3])=[CH2:1])=[CH:12][CH:11]=3)=[CH:31][C:26]=2[N:25]([CH3:33])[CH:24]=1. The catalyst class is: 11. (5) Reactant: [F:1][C:2]([CH3:28])([CH3:27])[CH2:3][N:4]1[CH2:9][CH2:8][CH:7]([CH2:10][O:11][C:12]2[N:17]=[N:16][C:15]([C:18]3[CH:26]=[CH:25][C:21]([C:22](O)=[O:23])=[CH:20][CH:19]=3)=[CH:14][CH:13]=2)[CH2:6][CH2:5]1.C(Cl)CCl.C1C=CC2N(O)N=NC=2C=1.CCN(C(C)C)C(C)C.[NH:52]1[CH2:56][CH2:55][CH2:54][C@H:53]1[C:57]([NH2:59])=[O:58]. Product: [F:1][C:2]([CH3:27])([CH3:28])[CH2:3][N:4]1[CH2:9][CH2:8][CH:7]([CH2:10][O:11][C:12]2[N:17]=[N:16][C:15]([C:18]3[CH:19]=[CH:20][C:21]([C:22]([N:52]4[CH2:56][CH2:55][CH2:54][C@H:53]4[C:57]([NH2:59])=[O:58])=[O:23])=[CH:25][CH:26]=3)=[CH:14][CH:13]=2)[CH2:6][CH2:5]1. The catalyst class is: 18.